Dataset: Forward reaction prediction with 1.9M reactions from USPTO patents (1976-2016). Task: Predict the product of the given reaction. (1) Given the reactants [NH2:1][C:2]1[N:7]=[C:6]([CH3:8])[C:5]([CH2:9][CH2:10][CH2:11][NH:12][CH2:13][C:14]2[CH:15]=[C:16]([CH2:20][C:21]([O:23][CH3:24])=[O:22])[CH:17]=[CH:18][CH:19]=2)=[C:4]([NH:25][CH2:26][CH2:27][CH2:28][CH2:29][CH3:30])[N:3]=1.[C:31]([O:38][CH3:39])(=[O:37])[CH2:32][CH2:33][C:34]([O-])=[O:35].CN(C(ON1N=NC2C=CC=NC1=2)=[N+](C)C)C.F[P-](F)(F)(F)(F)F, predict the reaction product. The product is: [NH2:1][C:2]1[N:7]=[C:6]([CH3:8])[C:5]([CH2:9][CH2:10][CH2:11][N:12]([CH2:13][C:14]2[CH:19]=[CH:18][CH:17]=[C:16]([CH2:20][C:21]([O:23][CH3:24])=[O:22])[CH:15]=2)[C:34](=[O:35])[CH2:33][CH2:32][C:31]([O:38][CH3:39])=[O:37])=[C:4]([NH:25][CH2:26][CH2:27][CH2:28][CH2:29][CH3:30])[N:3]=1. (2) Given the reactants [C:1]([O:4][CH:5]1[CH2:10][CH2:9][N:8](CC2C=CC=CC=2)[CH2:7][CH2:6]1)(=[O:3])[CH3:2].[H][H], predict the reaction product. The product is: [C:1]([O:4][CH:5]1[CH2:10][CH2:9][NH:8][CH2:7][CH2:6]1)(=[O:3])[CH3:2]. (3) Given the reactants [F:1][C:2]1[O:6][C:5]2[CH:7]=[C:8]([CH3:18])[C:9]([C:11]3[CH:12]=[CH:13][C:14]([NH2:17])=[N:15][CH:16]=3)=[CH:10][C:4]=2[CH:3]=1.[F:19][C:20]1[CH:28]=[CH:27][CH:26]=[C:25]([F:29])[C:21]=1[C:22](Cl)=[O:23].CCN(C(C)C)C(C)C.C([O-])(O)=O.[Na+].C(Cl)Cl, predict the reaction product. The product is: [F:19][C:20]1[CH:28]=[CH:27][CH:26]=[C:25]([F:29])[C:21]=1[C:22]([NH:17][C:14]1[CH:13]=[CH:12][C:11]([C:9]2[C:8]([CH3:18])=[CH:7][C:5]3[O:6][C:2]([F:1])=[CH:3][C:4]=3[CH:10]=2)=[CH:16][N:15]=1)=[O:23]. (4) Given the reactants [F:1][C:2]1[CH:10]=[C:9]2[C:5]([CH:6]=[N:7][N:8]2[CH3:11])=[CH:4][C:3]=1[CH:12]([C:14]1[N:18]2[N:19]=[C:20]([C:23](=[O:25])[CH3:24])[CH:21]=[CH:22][C:17]2=[N:16][CH:15]=1)C.C(OC(C1C=CC2N(C(CC3C=C4C(=CC=3F)N(C)N=C4)=CN=2)N=1)=C)C, predict the reaction product. The product is: [F:1][C:2]1[CH:10]=[C:9]2[C:5]([CH:6]=[N:7][N:8]2[CH3:11])=[CH:4][C:3]=1[CH2:12][C:14]1[N:18]2[N:19]=[C:20]([C:23](=[O:25])[CH3:24])[CH:21]=[CH:22][C:17]2=[N:16][CH:15]=1. (5) Given the reactants [CH3:1][NH:2][C:3]1[N:8]=[CH:7][N:6]=[C:5]([O:9][C:10]2[CH:11]=[C:12]3[C:17](=[CH:18][CH:19]=2)[N:16]=[CH:15][CH:14]=[CH:13]3)[CH:4]=1, predict the reaction product. The product is: [CH3:1][NH:2][C:3]1[N:8]=[CH:7][N:6]=[C:5]([O:9][C:10]2[CH:11]=[C:12]3[C:17](=[CH:18][CH:19]=2)[NH:16][CH2:15][CH2:14][CH2:13]3)[CH:4]=1. (6) Given the reactants [ClH:1].O1CCOCC1.[CH3:8][NH:9][C:10]([CH:12]1[S:16][CH2:15][CH2:14][S:13]1)=[O:11], predict the reaction product. The product is: [ClH:1].[CH3:8][NH:9][C:10]([CH:12]1[S:16][CH2:15][CH2:14][S:13]1)=[O:11]. (7) Given the reactants [Cl:1][C:2]1[C:3]([CH3:13])=[C:4]([I:12])[C:5]([OH:11])=[C:6]([C:8](=[O:10])[CH3:9])[CH:7]=1.I[CH2:15][CH3:16].C(=O)([O-])[O-].[K+].[K+], predict the reaction product. The product is: [Cl:1][C:2]1[C:3]([CH3:13])=[C:4]([I:12])[C:5]([O:11][CH2:15][CH3:16])=[C:6]([C:8](=[O:10])[CH3:9])[CH:7]=1. (8) Given the reactants [C:1]1([C:7]2[S:8][C:9]([C:18](=O)[CH3:19])=[C:10]([N:12]3[CH2:17][CH2:16][CH2:15][CH2:14][CH2:13]3)[N:11]=2)[CH:6]=[CH:5][CH:4]=[CH:3][CH:2]=1.CC(C)([O-])C.[K+].[C:27](OCC)(=O)[C:28]([O:30][CH2:31][CH3:32])=[O:29].C(O)(=O)C.O.[NH2:42][NH2:43], predict the reaction product. The product is: [CH2:31]([O:30][C:28]([C:27]1[NH:42][N:43]=[C:18]([C:9]2[S:8][C:7]([C:1]3[CH:6]=[CH:5][CH:4]=[CH:3][CH:2]=3)=[N:11][C:10]=2[N:12]2[CH2:17][CH2:16][CH2:15][CH2:14][CH2:13]2)[CH:19]=1)=[O:29])[CH3:32]. (9) Given the reactants I[C:2]1[CH:10]=[C:9]2[C:5]([C:6]([C:18]([N:20]3[CH2:25][CH2:24][O:23][CH2:22][CH2:21]3)=[O:19])=[N:7][N:8]2[C:11]2[CH:16]=[CH:15][N:14]=[C:13]([NH2:17])[N:12]=2)=[CH:4][CH:3]=1.N1CCCCC1.[O:32]1[CH:36]=[CH:35][N:34]=[C:33]1[C:37]([OH:41])([C:39]#[CH:40])[CH3:38], predict the reaction product. The product is: [NH2:17][C:13]1[N:12]=[C:11]([N:8]2[C:9]3[C:5](=[CH:4][CH:3]=[C:2]([C:40]#[C:39][C:37]([C:33]4[O:32][CH:36]=[CH:35][N:34]=4)([OH:41])[CH3:38])[CH:10]=3)[C:6]([C:18]([N:20]3[CH2:25][CH2:24][O:23][CH2:22][CH2:21]3)=[O:19])=[N:7]2)[CH:16]=[CH:15][N:14]=1.